Dataset: Full USPTO retrosynthesis dataset with 1.9M reactions from patents (1976-2016). Task: Predict the reactants needed to synthesize the given product. (1) Given the product [NH2:39][CH2:38][CH2:37][CH2:36][C@H:32]1[CH2:33][CH2:34][CH2:35][N:30]([CH2:2][C:3]2[C:24]([C:25]([F:28])([F:27])[F:26])=[CH:23][C:6]([C:7]([NH:9][CH2:10][C:11]3[CH:16]=[C:15]([Cl:17])[CH:14]=[CH:13][C:12]=3[S:18]([CH2:21][CH3:22])(=[O:20])=[O:19])=[O:8])=[CH:5][C:4]=2[Cl:29])[CH2:31]1, predict the reactants needed to synthesize it. The reactants are: Br[CH2:2][C:3]1[C:24]([C:25]([F:28])([F:27])[F:26])=[CH:23][C:6]([C:7]([NH:9][CH2:10][C:11]2[CH:16]=[C:15]([Cl:17])[CH:14]=[CH:13][C:12]=2[S:18]([CH2:21][CH3:22])(=[O:20])=[O:19])=[O:8])=[CH:5][C:4]=1[Cl:29].[NH:30]1[CH2:35][CH2:34][CH2:33][C@H:32]([CH2:36][CH2:37][CH2:38][NH:39]C(=O)OC(C)(C)C)[CH2:31]1. (2) Given the product [Cl:21][C:16]1[CH:17]=[CH:18][C:19](=[O:20])[N:14]([CH2:13][C:9]2[CH:8]=[C:7]([CH:12]=[CH:11][CH:10]=2)[C:6]([OH:22])=[O:5])[N:15]=1, predict the reactants needed to synthesize it. The reactants are: O.[OH-].[Li+].C[O:5][C:6](=[O:22])[C:7]1[CH:12]=[CH:11][CH:10]=[C:9]([CH2:13][N:14]2[C:19](=[O:20])[CH:18]=[CH:17][C:16]([Cl:21])=[N:15]2)[CH:8]=1. (3) Given the product [CH3:1][O:2][C:3]1[C:4]2[O:10][CH2:12][O:9][C:5]=2[CH:6]=[CH:7][CH:8]=1, predict the reactants needed to synthesize it. The reactants are: [CH3:1][O:2][C:3]1[CH:8]=[CH:7][CH:6]=[C:5]([OH:9])[C:4]=1[OH:10].Br[CH2:12]Cl.O. (4) Given the product [Cl:1][C:2]1[CH:3]=[C:4]([N:5]2[CH2:15][CH2:14][NH:10][CH2:11][CH2:12]2)[CH:6]=[CH:7][C:8]=1[CH3:9], predict the reactants needed to synthesize it. The reactants are: [Cl:1][C:2]1[CH:3]=[C:4]([CH:6]=[CH:7][C:8]=1[CH3:9])[NH2:5].[NH:10]([CH2:14][CH2:15]O)[CH2:11][CH2:12]O. (5) The reactants are: Cl[C:2]1[CH:7]=[CH:6][C:5]([NH:8][C:9](=[O:17])OC2C=CC=CC=2)=[CH:4][C:3]=1[C:18]([F:21])([F:20])[F:19].[CH:22]1[CH:23]=[CH:24][C:25]2N(O)N=[N:28][C:26]=2C=1.F[C:33](F)(F)[C:34]1[CH:35]=C(N)C=C(N)[CH:39]=1.C([N:47](C(C)C)CC)(C)C.CC[O:55][C:56](C)=[O:57]. Given the product [NH2:47][C:7]1[CH:6]=[C:5]([NH:8][C:9]([CH:24]2[CH2:23][CH2:22][N:28]([C:56]([O:55][C:34]([CH3:35])([CH3:39])[CH3:33])=[O:57])[CH2:26][CH2:25]2)=[O:17])[CH:4]=[C:3]([C:18]([F:19])([F:20])[F:21])[CH:2]=1, predict the reactants needed to synthesize it. (6) Given the product [CH2:11]([O:9][CH:4]1[CH2:5][CH:6]([CH3:8])[CH2:7][C:2]([CH3:10])([CH3:1])[CH2:3]1)[CH3:12], predict the reactants needed to synthesize it. The reactants are: [CH3:1][C:2]1([CH3:10])[CH2:7][CH:6]([CH3:8])[CH2:5][C:4](=[O:9])[CH2:3]1.[CH2:11](OC(OCC)(C)C)[CH3:12].[H][H]. (7) Given the product [F:1][C:2]1[CH:10]=[C:9]([N+:11]([O-:13])=[O:12])[C:8]([O:16][CH3:15])=[CH:7][C:3]=1[C:4]([OH:6])=[O:5], predict the reactants needed to synthesize it. The reactants are: [F:1][C:2]1[CH:10]=[C:9]([N+:11]([O-:13])=[O:12])[C:8](F)=[CH:7][C:3]=1[C:4]([OH:6])=[O:5].[CH3:15][OH:16]. (8) Given the product [ClH:26].[CH:1]1([S:4][C:5]2[CH:19]=[CH:18][CH:17]=[CH:16][C:6]=2[CH2:7][NH:8][CH3:9])[CH2:3][CH2:2]1, predict the reactants needed to synthesize it. The reactants are: [CH:1]1([S:4][C:5]2[CH:19]=[CH:18][CH:17]=[CH:16][C:6]=2[CH2:7][N:8](C)[C:9](=O)C(F)(F)F)[CH2:3][CH2:2]1.C(=O)([O-])[O-].[K+].[K+].[ClH:26]. (9) Given the product [Si:19]([N:6]1[CH2:5][C:4]2[C:8](=[CH:9][CH:10]=[C:2]([I:1])[CH:3]=2)[C:7]1=[O:11])([C:32]([CH3:35])([CH3:34])[CH3:33])([C:26]1[CH:27]=[CH:28][CH:29]=[CH:30][CH:31]=1)[C:20]1[CH:25]=[CH:24][CH:23]=[CH:22][CH:21]=1, predict the reactants needed to synthesize it. The reactants are: [I:1][C:2]1[CH:3]=[C:4]2[C:8](=[CH:9][CH:10]=1)[C:7](=[O:11])[NH:6][CH2:5]2.CCN(CC)CC.[Si:19](Cl)([C:32]([CH3:35])([CH3:34])[CH3:33])([C:26]1[CH:31]=[CH:30][CH:29]=[CH:28][CH:27]=1)[C:20]1[CH:25]=[CH:24][CH:23]=[CH:22][CH:21]=1.C([O-])(O)=O.[Na+].